From a dataset of Reaction yield outcomes from USPTO patents with 853,638 reactions. Predict the reaction yield, written as a fraction of the theoretical maximum amount of product (1.0 means a 100% yield; for example, 0.34 means a 34% yield). (1) The reactants are Cl[C:2]1[N:3]=[N:4][CH:5]=[C:6]([C:8]([N:10]2[CH2:15][CH2:14][CH2:13][CH:12]([C:16]3[CH:21]=[CH:20][C:19]([O:22][CH3:23])=[CH:18][C:17]=3[CH3:24])[CH2:11]2)=[O:9])[CH:7]=1.[CH3:25][NH2:26]. The catalyst is C(O)CCC.CN1C(=O)CCC1.CCOC(C)=O. The product is [CH3:23][O:22][C:19]1[CH:20]=[CH:21][C:16]([CH:12]2[CH2:13][CH2:14][CH2:15][N:10]([C:8]([C:6]3[CH:7]=[C:2]([NH:26][CH3:25])[N:3]=[N:4][CH:5]=3)=[O:9])[CH2:11]2)=[C:17]([CH3:24])[CH:18]=1. The yield is 0.650. (2) The reactants are [Cl:1][C:2]1[N:3]=[C:4](Cl)[C:5]2[CH2:10][CH2:9][CH:8]([C:11]3[CH:16]=[CH:15][C:14]([F:17])=[C:13]([F:18])[CH:12]=3)[C:6]=2[N:7]=1.C[CH2:21][N:22](C(C)C)C(C)C. The catalyst is CO. The product is [Cl:1][C:2]1[N:3]=[C:4]([NH:22][CH3:21])[C:5]2[CH2:10][CH2:9][CH:8]([C:11]3[CH:16]=[CH:15][C:14]([F:17])=[C:13]([F:18])[CH:12]=3)[C:6]=2[N:7]=1. The yield is 0.372. (3) The reactants are [NH2:1][CH2:2][C:3]1[CH:4]=[C:5]([CH:26]=[CH:27][CH:28]=1)[C:6]([N:8]([CH2:17][C:18]1[CH:23]=[C:22]([Cl:24])[CH:21]=[C:20]([Cl:25])[CH:19]=1)[CH2:9][C:10]1[CH:15]=[CH:14][C:13]([F:16])=[CH:12][CH:11]=1)=[O:7].[F:29][C:30]1[CH:37]=[CH:36][C:33]([CH:34]=O)=[CH:32][CH:31]=1.C(O[BH-](OC(=O)C)OC(=O)C)(=O)C.[Na+].C([O-])(O)=O.[Na+]. The catalyst is C(Cl)Cl.CC(O)C. The product is [Cl:25][C:20]1[CH:19]=[C:18]([CH:23]=[C:22]([Cl:24])[CH:21]=1)[CH2:17][N:8]([CH2:9][C:10]1[CH:11]=[CH:12][C:13]([F:16])=[CH:14][CH:15]=1)[C:6](=[O:7])[C:5]1[CH:26]=[CH:27][CH:28]=[C:3]([CH2:2][NH:1][CH2:34][C:33]2[CH:36]=[CH:37][C:30]([F:29])=[CH:31][CH:32]=2)[CH:4]=1. The yield is 0.630. (4) The reactants are Cl[C:2]1[CH:9]=[C:8]([O:10][CH3:11])[C:7]([N+:12]([O-:14])=[O:13])=[CH:6][C:3]=1[C:4]#[N:5].C(O)(=O)C(O)=O.[CH2:21]([NH:23][NH2:24])[CH3:22].C([O-])([O-])=O.[K+].[K+]. The catalyst is CN(C=O)C. The product is [CH2:21]([N:23]1[C:2]2[C:3](=[CH:6][C:7]([N+:12]([O-:14])=[O:13])=[C:8]([O:10][CH3:11])[CH:9]=2)[C:4]([NH2:5])=[N:24]1)[CH3:22]. The yield is 0.490. (5) The reactants are [C:1]1([CH:8]=[CH:7][C:5]([OH:6])=[CH:4][CH:3]=1)[OH:2].CCN(CC)CC.[S:16](Cl)([CH3:19])(=[O:18])=[O:17]. The catalyst is CN(C1C=CN=CC=1)C.C1COCC1. The product is [CH3:19][S:16]([O:2][C:1]1[CH:8]=[CH:7][C:5]([OH:6])=[CH:4][CH:3]=1)(=[O:18])=[O:17]. The yield is 0.350.